This data is from Full USPTO retrosynthesis dataset with 1.9M reactions from patents (1976-2016). The task is: Predict the reactants needed to synthesize the given product. (1) Given the product [F:22][C:2]([F:1])([F:21])[C:3]1[CH:10]=[CH:9][C:8]([C:11]2[CH:16]=[N:15][C:14]([C:17]([F:19])([F:20])[F:18])=[N:13][CH:12]=2)=[CH:7][C:4]=1[CH2:5][NH2:6], predict the reactants needed to synthesize it. The reactants are: [F:1][C:2]([F:22])([F:21])[C:3]1[CH:10]=[CH:9][C:8]([C:11]2[CH:12]=[N:13][C:14]([C:17]([F:20])([F:19])[F:18])=[N:15][CH:16]=2)=[CH:7][C:4]=1[C:5]#[N:6].N. (2) Given the product [I:20][C:14]1[C:7]2[C:6]([O:5][CH2:4][CH2:3][O:2][CH3:1])=[N:11][CH:10]=[N:9][C:8]=2[NH:12][CH:13]=1, predict the reactants needed to synthesize it. The reactants are: [CH3:1][O:2][CH2:3][CH2:4][O:5][C:6]1[C:7]2[CH:14]=[CH:13][NH:12][C:8]=2[N:9]=[CH:10][N:11]=1.CN(C)C=O.[I:20]N1C(=O)CCC1=O.O. (3) Given the product [CH3:25][O:24][CH2:23][CH2:22][O:21][C:19]1[CH:18]=[CH:17][N:16]2[C:12]([C:9]3[CH:8]=[CH:7][C:6]4[C:11](=[C:2]([N:34]5[CH2:35][CH2:36][CH:31]([NH:30][CH2:29][CH2:28][O:27][CH3:26])[CH2:32][CH2:33]5)[CH:3]=[CH:4][CH:5]=4)[N:10]=3)=[CH:13][N:14]=[C:15]2[CH:20]=1, predict the reactants needed to synthesize it. The reactants are: Br[C:2]1[CH:3]=[CH:4][CH:5]=[C:6]2[C:11]=1[N:10]=[C:9]([C:12]1[N:16]3[CH:17]=[CH:18][C:19]([O:21][CH2:22][CH2:23][O:24][CH3:25])=[CH:20][C:15]3=[N:14][CH:13]=1)[CH:8]=[CH:7]2.[CH3:26][O:27][CH2:28][CH2:29][NH:30][CH:31]1[CH2:36][CH2:35][NH:34][CH2:33][CH2:32]1. (4) Given the product [C:34]([OH:41])(=[O:40])[CH2:35][CH2:36][C:37]([OH:39])=[O:38].[CH3:1][C:2]1[CH:11]=[CH:10][C:9]([N:12]2[CH2:17][CH2:16][N:15]([CH3:18])[CH2:14][CH2:13]2)=[C:8]2[C:3]=1[CH2:4][CH2:5][C@@H:6]([NH:19][C:20](=[O:33])[C:21]1[CH:26]=[CH:25][C:24]([N:27]3[CH2:32][CH2:31][O:30][CH2:29][CH2:28]3)=[CH:23][CH:22]=1)[CH2:7]2, predict the reactants needed to synthesize it. The reactants are: [CH3:1][C:2]1[CH:11]=[CH:10][C:9]([N:12]2[CH2:17][CH2:16][N:15]([CH3:18])[CH2:14][CH2:13]2)=[C:8]2[C:3]=1[CH2:4][CH2:5][C@@H:6]([NH:19][C:20](=[O:33])[C:21]1[CH:26]=[CH:25][C:24]([N:27]3[CH2:32][CH2:31][O:30][CH2:29][CH2:28]3)=[CH:23][CH:22]=1)[CH2:7]2.[C:34]([OH:41])(=[O:40])[CH2:35][CH2:36][C:37]([OH:39])=[O:38].C(OCC)C. (5) Given the product [S:1]1[C:5]2[CH:6]=[CH:7][CH:8]=[CH:9][C:4]=2[N:3]=[C:2]1[NH:10][C@H:11]([C:33]([OH:35])=[O:34])[CH2:12][C:13]1[CH:14]=[CH:15][C:16]([O:19][CH2:20][CH2:21][CH2:22][C:23]2[CH:32]=[CH:31][C:30]3[CH2:29][CH2:28][CH2:27][NH:26][C:25]=3[N:24]=2)=[CH:17][CH:18]=1, predict the reactants needed to synthesize it. The reactants are: [S:1]1[C:5]2[CH:6]=[CH:7][CH:8]=[CH:9][C:4]=2[N:3]=[C:2]1[NH:10][C@H:11]([C:33]([O:35]CC)=[O:34])[CH2:12][C:13]1[CH:18]=[CH:17][C:16]([O:19][CH2:20][CH2:21][CH2:22][C:23]2[CH:32]=[CH:31][C:30]3[CH2:29][CH2:28][CH2:27][NH:26][C:25]=3[N:24]=2)=[CH:15][CH:14]=1.C(Cl)Cl.CO.[NH4+].[OH-]. (6) Given the product [OH:39][C:25]1[C:24](=[O:23])[N:13]([C:14]2[N:15]=[N:16][C:17]([CH3:20])=[CH:18][CH:19]=2)[CH:27]([C:28]2[CH:33]=[CH:32][C:31]([C:34]([F:35])([F:36])[F:37])=[CH:30][CH:29]=2)[C:26]=1[C:7](=[O:8])[C:6]1[CH:9]=[CH:10][C:3]([C:2]([F:11])([F:12])[F:1])=[CH:4][CH:5]=1, predict the reactants needed to synthesize it. The reactants are: [F:1][C:2]([F:12])([F:11])[C:3]1[CH:10]=[CH:9][C:6]([CH:7]=[O:8])=[CH:5][CH:4]=1.[NH2:13][C:14]1[N:15]=[N:16][C:17]([CH3:20])=[CH:18][CH:19]=1.C([O:23][C:24](=O)[C:25]([OH:39])=[CH:26][C:27](=O)[C:28]1[CH:33]=[CH:32][C:31]([C:34]([F:37])([F:36])[F:35])=[CH:30][CH:29]=1)C.